From a dataset of NCI-60 drug combinations with 297,098 pairs across 59 cell lines. Regression. Given two drug SMILES strings and cell line genomic features, predict the synergy score measuring deviation from expected non-interaction effect. (1) Drug 1: C1CNP(=O)(OC1)N(CCCl)CCCl. Drug 2: C1C(C(OC1N2C=NC(=NC2=O)N)CO)O. Cell line: RXF 393. Synergy scores: CSS=0.915, Synergy_ZIP=0.681, Synergy_Bliss=-4.02, Synergy_Loewe=-6.81, Synergy_HSA=-9.14. (2) Drug 1: CN(CCCl)CCCl.Cl. Drug 2: CC1C(C(CC(O1)OC2CC(CC3=C2C(=C4C(=C3O)C(=O)C5=C(C4=O)C(=CC=C5)OC)O)(C(=O)CO)O)N)O.Cl. Cell line: HCT116. Synergy scores: CSS=53.1, Synergy_ZIP=-3.82, Synergy_Bliss=-5.97, Synergy_Loewe=-0.169, Synergy_HSA=1.08.